Predict the reaction yield, written as a fraction of the theoretical maximum amount of product (1.0 means a 100% yield; for example, 0.34 means a 34% yield). From a dataset of Reaction yield outcomes from USPTO patents with 853,638 reactions. (1) The reactants are C(OP([CH2:9][C:10]1[CH:15]=[CH:14][C:13]([N+:16]([O-:18])=[O:17])=[CH:12][CH:11]=1)(=O)OCC)C.[Cl:19][C:20]1[CH:27]=[CH:26][C:23]([CH:24]=O)=[CH:22][CH:21]=1. No catalyst specified. The product is [Cl:19][C:20]1[CH:27]=[CH:26][C:23]([CH:24]=[CH:9][C:10]2[CH:11]=[CH:12][C:13]([N+:16]([O-:18])=[O:17])=[CH:14][CH:15]=2)=[CH:22][CH:21]=1. The yield is 0.950. (2) The reactants are C1(C(C2C=CC=CC=2)(C2C=CC=CC=2)[N:8]2[CH:12]=[C:11]([C@@H:13]3[CH2:15][C@H:14]3[C:16]#[N:17])[N:10]=[CH:9]2)C=CC=CC=1.[F:30][C:31]([F:36])([F:35])[C:32]([OH:34])=[O:33]. No catalyst specified. The product is [F:30][C:31]([F:36])([F:35])[C:32]([OH:34])=[O:33].[C:16]([C@@H:14]1[CH2:15][C@H:13]1[C:11]1[N:10]=[CH:9][NH:8][CH:12]=1)#[N:17]. The yield is 0.550. (3) The product is [NH2:8][C:9]1[CH:14]=[C:13]([C:15]2[CH:20]=[CH:19][C:18]([I:21])=[C:17]([F:22])[C:16]=2[F:23])[N:12]=[C:11]([C:24]([O:26][CH3:27])=[O:25])[C:10]=1[Cl:28]. The yield is 0.950. The reactants are C(Cl)(=O)C.C([NH:8][C:9]1[CH:14]=[C:13]([C:15]2[CH:20]=[CH:19][C:18]([I:21])=[C:17]([F:22])[C:16]=2[F:23])[N:12]=[C:11]([C:24]([O:26][CH3:27])=[O:25])[C:10]=1[Cl:28])(=O)C. The catalyst is CO. (4) The reactants are [F:1][C:2]1[CH:23]=[C:22]([N+:24]([O-])=O)[CH:21]=[CH:20][C:3]=1[O:4][C:5]1[C:6]2[NH:13][C:12]([C:14]3[CH:19]=[CH:18][CH:17]=[CH:16][CH:15]=3)=[CH:11][C:7]=2[N:8]=[CH:9][N:10]=1. The catalyst is C(O)(=O)C.[Fe]. The product is [F:1][C:2]1[CH:23]=[C:22]([NH2:24])[CH:21]=[CH:20][C:3]=1[O:4][C:5]1[C:6]2[NH:13][C:12]([C:14]3[CH:19]=[CH:18][CH:17]=[CH:16][CH:15]=3)=[CH:11][C:7]=2[N:8]=[CH:9][N:10]=1. The yield is 0.400. (5) The reactants are N1[C:9]2[C:4](=[CH:5][CH:6]=[C:7]([C:10]([OH:12])=[O:11])[CH:8]=2)[CH:3]=[CH:2]1.[N+:13](=[CH2:15])=[N-].[H-].[Na+].I[CH3:19]. The catalyst is O1CCCC1.C(OCC)C.O. The product is [CH3:19][O:12][C:10]([C:7]1[CH:8]=[C:9]2[C:4]([CH:3]=[CH:2][N:13]2[CH3:15])=[CH:5][CH:6]=1)=[O:11]. The yield is 0.830. (6) The reactants are [CH2:1]([N:8]1[CH2:12][CH2:11][C:10](=O)[CH2:9]1)[C:2]1[CH:7]=[CH:6][CH:5]=[CH:4][CH:3]=1.[C:14]([N:17]1[C:25]2[C:20](=[CH:21][CH:22]=[C:23]([NH2:26])[CH:24]=2)[CH2:19][CH2:18]1)(=[O:16])[CH3:15].[BH-](OC(C)=O)(OC(C)=O)OC(C)=O.[Na+].CC(O)=O. The catalyst is ClCCCl. The product is [CH2:1]([N:8]1[CH2:12][CH2:11][CH:10]([NH:26][C:23]2[CH:24]=[C:25]3[C:20]([CH2:19][CH2:18][N:17]3[C:14](=[O:16])[CH3:15])=[CH:21][CH:22]=2)[CH2:9]1)[C:2]1[CH:7]=[CH:6][CH:5]=[CH:4][CH:3]=1. The yield is 0.440. (7) The reactants are [CH:1]1([CH2:6][C:7]([OH:9])=O)[CH2:5][CH2:4][CH:3]=[CH:2]1.C(N(CC)C(C)C)(C)C.[F:19][C:20]1[CH:25]=[C:24]([N:26]2[CH2:31][CH2:30][O:29][CH2:28][CH2:27]2)[CH:23]=[C:22]([F:32])[C:21]=1[NH2:33].C(OCC)(=O)C. The catalyst is CN(C)C=O. The product is [CH:1]1([CH2:6][C:7]([NH:33][C:21]2[C:20]([F:19])=[CH:25][C:24]([N:26]3[CH2:31][CH2:30][O:29][CH2:28][CH2:27]3)=[CH:23][C:22]=2[F:32])=[O:9])[CH2:5][CH2:4][CH:3]=[CH:2]1. The yield is 0.710.